From a dataset of Forward reaction prediction with 1.9M reactions from USPTO patents (1976-2016). Predict the product of the given reaction. (1) Given the reactants [Cl:1][C:2]1[C:15]([Cl:16])=[CH:14][CH:13]=[CH:12][C:3]=1[CH2:4][C:5]1[C:6]([CH3:11])=[N:7][NH:8][C:9]=1[NH2:10].O=[C:18]([C:25]1[CH:30]=[CH:29][N:28]=[CH:27][CH:26]=1)[CH2:19][C:20]([O:22][CH2:23][CH3:24])=O.C(O)(=[O:33])C, predict the reaction product. The product is: [C:23]([O:22][C:20]1[N:8]2[N:7]=[C:6]([CH3:11])[C:5]([CH2:4][C:3]3[CH:12]=[CH:13][CH:14]=[C:15]([Cl:16])[C:2]=3[Cl:1])=[C:9]2[N:10]=[C:18]([C:25]2[CH:30]=[CH:29][N:28]=[CH:27][CH:26]=2)[CH:19]=1)(=[O:33])[CH3:24]. (2) The product is: [CH3:1][S:2]([O:5][C:6]1[CH:11]=[CH:10][CH:9]=[C:8]([NH2:12])[CH:7]=1)(=[O:4])=[O:3]. Given the reactants [CH3:1][S:2]([O:5][C:6]1[CH:11]=[CH:10][CH:9]=[C:8]([N+:12]([O-])=O)[CH:7]=1)(=[O:4])=[O:3].[H][H], predict the reaction product. (3) Given the reactants B.CSC.[CH2:5]([O:9][S:10]([CH:13]1[CH2:16][C:15](=[C:17]([C:23](OCC)=[O:24])[C:18](OCC)=[O:19])[CH2:14]1)(=[O:12])=[O:11])[CH2:6][CH2:7][CH3:8].C(OCC)(=O)C, predict the reaction product. The product is: [OH:19][CH2:18][CH:17]([CH:15]1[CH2:14][CH:13]([S:10]([O:9][CH2:5][CH2:6][CH2:7][CH3:8])(=[O:12])=[O:11])[CH2:16]1)[CH2:23][OH:24]. (4) Given the reactants O.[NH2:2][NH2:3].[F:4][C:5]([F:10])([F:9])[C:6]([OH:8])=[O:7], predict the reaction product. The product is: [O-:8][C:6]([C:5]([F:10])([F:9])[F:4])=[O:7].[NH3+:2][NH2:3].